Task: Predict which catalyst facilitates the given reaction.. Dataset: Catalyst prediction with 721,799 reactions and 888 catalyst types from USPTO Reactant: Br[C:2]1[CH:16]=[CH:15][C:5]([CH2:6][CH2:7][O:8]C2CCCCO2)=[CH:4][CH:3]=1.[NH:17]1[CH2:21][CH2:20][CH2:19][CH2:18]1.C(P(C(C)(C)C)C1C=CC=CC=1C1C=CC=CC=1)(C)(C)C.CC(C)([O-])C.[Na+]. Product: [N:17]1([C:2]2[CH:3]=[CH:4][C:5]([CH2:6][CH2:7][OH:8])=[CH:15][CH:16]=2)[CH2:21][CH2:20][CH2:19][CH2:18]1. The catalyst class is: 493.